Dataset: Forward reaction prediction with 1.9M reactions from USPTO patents (1976-2016). Task: Predict the product of the given reaction. Given the reactants [F:1][C:2]1[CH:3]=[C:4]([C:10]2[N:15]=[C:14]([C:16]3[NH:25][C:24](=O)[C:23]4[C:18](=[CH:19][CH:20]=[CH:21][CH:22]=4)[N:17]=3)[CH:13]=[CH:12][C:11]=2[CH3:27])[CH:5]=[CH:6][C:7]=1[O:8][CH3:9].P(Cl)(Cl)([Cl:30])=O, predict the reaction product. The product is: [Cl:30][C:24]1[C:23]2[C:18](=[CH:19][CH:20]=[CH:21][CH:22]=2)[N:17]=[C:16]([C:14]2[CH:13]=[CH:12][C:11]([CH3:27])=[C:10]([C:4]3[CH:5]=[CH:6][C:7]([O:8][CH3:9])=[C:2]([F:1])[CH:3]=3)[N:15]=2)[N:25]=1.